This data is from Reaction yield outcomes from USPTO patents with 853,638 reactions. The task is: Predict the reaction yield, written as a fraction of the theoretical maximum amount of product (1.0 means a 100% yield; for example, 0.34 means a 34% yield). (1) The yield is 0.610. The catalyst is ClCCl. The reactants are [I:1]I.C1C=CC(P(C2C=CC=CC=2)C2C=CC=CC=2)=CC=1.N1C=CN=C1.O[CH:28]([C:58]1[O:59][CH:60]=[CH:61][N:62]=1)[CH2:29][C@H:30]1[CH2:41][CH2:40][C:39]2[S:38][C:37]3[N:36]=[CH:35][N:34]=[C:33]([O:42][CH:43]4[CH2:48][CH2:47][CH:46]([N:49]([CH3:57])[C:50](=[O:56])[O:51][C:52]([CH3:55])([CH3:54])[CH3:53])[CH2:45][CH2:44]4)[C:32]=3[C:31]1=2. The product is [I:1][CH:28]([C:58]1[O:59][CH:60]=[CH:61][N:62]=1)[CH2:29][C@H:30]1[CH2:41][CH2:40][C:39]2[S:38][C:37]3[N:36]=[CH:35][N:34]=[C:33]([O:42][CH:43]4[CH2:48][CH2:47][CH:46]([N:49]([CH3:57])[C:50](=[O:56])[O:51][C:52]([CH3:53])([CH3:54])[CH3:55])[CH2:45][CH2:44]4)[C:32]=3[C:31]1=2. (2) The reactants are [C:1]([O:4][C@H:5]1[CH:22]=[CH:21][C@@:20]2([CH3:23])[C:7](=[CH:8][CH2:9][C@@H:10]3[C@@H:19]2[CH2:18][CH2:17][C@@:15]2([CH3:16])[C@H:11]3[CH2:12][CH2:13][C:14]32OCC[O:24]3)[CH2:6]1)(=[O:3])[CH3:2].O.C1(C)C=CC(S(O)(=O)=O)=CC=1. The catalyst is CC(C)=O.O. The product is [C:1]([O:4][C@H:5]1[CH:22]=[CH:21][C@@:20]2([CH3:23])[C:7](=[CH:8][CH2:9][C@@H:10]3[C@@H:19]2[CH2:18][CH2:17][C@@:15]2([CH3:16])[C@H:11]3[CH2:12][CH2:13][C:14]2=[O:24])[CH2:6]1)(=[O:3])[CH3:2]. The yield is 0.980. (3) The reactants are [F:1][C:2]([F:21])([O:12][C:13]1[CH:18]=[CH:17][C:16]([S:19][CH3:20])=[CH:15][CH:14]=1)[C:3]([C:5]1[CH:10]=[CH:9][C:8]([F:11])=[CH:7][CH:6]=1)=[O:4].[B]1OC2C(=CC=CC=2)O1. The catalyst is C(Cl)Cl.C1(C)C=CC=CC=1.C(Cl)Cl. The product is [F:21][C:2]([F:1])([O:12][C:13]1[CH:18]=[CH:17][C:16]([S:19][CH3:20])=[CH:15][CH:14]=1)[C@@H:3]([C:5]1[CH:10]=[CH:9][C:8]([F:11])=[CH:7][CH:6]=1)[OH:4]. The yield is 0.560. (4) The reactants are [N:1]1[CH:6]=[CH:5][CH:4]=[C:3]([C:7]2[N:11]3[CH:12]=[CH:13][CH:14]=[CH:15][C:10]3=[N:9][C:8]=2[C:16](OCC)=[O:17])[CH:2]=1.[BH4-].[Li+].[OH-].[Na+]. The catalyst is O1CCCC1.CO. The product is [N:1]1[CH:6]=[CH:5][CH:4]=[C:3]([C:7]2[N:11]3[CH:12]=[CH:13][CH:14]=[CH:15][C:10]3=[N:9][C:8]=2[CH2:16][OH:17])[CH:2]=1. The yield is 0.450. (5) The reactants are [NH2:1][C:2]1[N:6]([C:7]2[CH:12]=[CH:11][CH:10]=[CH:9][CH:8]=2)[N:5]=[C:4]([C:13]([NH:15][N:16](C)[C:17](OC(C)(C)C)=O)=[O:14])[C:3]=1[CH3:25].[ClH:26]. The catalyst is CCOC(C)=O.O1CCOCC1. The product is [ClH:26].[ClH:26].[NH2:1][C:2]1[N:6]([C:7]2[CH:12]=[CH:11][CH:10]=[CH:9][CH:8]=2)[N:5]=[C:4]([C:13]([NH:15][NH:16][CH3:17])=[O:14])[C:3]=1[CH3:25]. The yield is 0.990. (6) The reactants are [C:1]1([NH:7][CH2:8][CH2:9][C:10]([OH:12])=O)[CH:6]=[CH:5][CH:4]=[CH:3][CH:2]=1.[OH-].[Na+]. The catalyst is CS(O)(=O)=O.O=P12OP3(OP(OP(O3)(O1)=O)(=O)O2)=O. The product is [NH:7]1[C:1]2[C:2](=[CH:3][CH:4]=[CH:5][CH:6]=2)[C:10](=[O:12])[CH2:9][CH2:8]1. The yield is 0.463. (7) The reactants are [NH2:1][C:2]1[CH:7]=[C:6]([CH3:8])[CH:5]=[CH:4][C:3]=1[OH:9].[CH3:10][O:11][C:12]1[S:16][C:15]2=[N:17][C:18]([C:20](Cl)=[O:21])=[CH:19][N:14]2[N:13]=1.CCN(C(C)C)C(C)C. The catalyst is CC#N. The product is [OH:9][C:3]1[CH:4]=[CH:5][C:6]([CH3:8])=[CH:7][C:2]=1[NH:1][C:20]([C:18]1[N:17]=[C:15]2[N:14]([CH:19]=1)[N:13]=[C:12]([O:11][CH3:10])[S:16]2)=[O:21]. The yield is 0.370.